Dataset: Forward reaction prediction with 1.9M reactions from USPTO patents (1976-2016). Task: Predict the product of the given reaction. Given the reactants [CH2:1]([O:3][C:4](=[O:15])[CH2:5][CH2:6][CH2:7][CH:8]([C:12](=[O:14])[CH3:13])[C:9](=[O:11])[CH3:10])[CH3:2].[C:16](=O)([O-])[O-].[K+].[K+].IC, predict the reaction product. The product is: [CH2:1]([O:3][C:4](=[O:15])[CH2:5][CH2:6][CH2:7][C:8]([C:9](=[O:11])[CH3:10])([CH3:16])[C:12](=[O:14])[CH3:13])[CH3:2].